Dataset: Reaction yield outcomes from USPTO patents with 853,638 reactions. Task: Predict the reaction yield, written as a fraction of the theoretical maximum amount of product (1.0 means a 100% yield; for example, 0.34 means a 34% yield). (1) The yield is 0.780. The catalyst is FC(F)(F)C([O-])=O.[Pd+2].FC(F)(F)C([O-])=O.C1(P(C2C=CC=CC=2)C2C=CC=CC=2)C=CC=CC=1.O.C(O)C. The reactants are [Cl:1][C:2]1[CH:7]=[CH:6][C:5](B(O)O)=[C:4]([F:11])[CH:3]=1.[NH2:12][C:13]1[CH:18]=[N:17][C:16](Br)=[CH:15][N:14]=1.C1(C)C=CC=CC=1.C([O-])([O-])=O.[Na+].[Na+]. The product is [Cl:1][C:2]1[CH:7]=[CH:6][C:5]([C:16]2[N:17]=[CH:18][C:13]([NH2:12])=[N:14][CH:15]=2)=[C:4]([F:11])[CH:3]=1. (2) The reactants are C[O:2][C:3](=[O:15])[C:4]1[CH:9]=[C:8]([CH3:10])[C:7]([Br:11])=[C:6]([N+:12]([O-:14])=[O:13])[CH:5]=1.[OH-].[Na+].Cl. The catalyst is CO.CCOC(C)=O. The product is [Br:11][C:7]1[C:8]([CH3:10])=[CH:9][C:4]([C:3]([OH:15])=[O:2])=[CH:5][C:6]=1[N+:12]([O-:14])=[O:13]. The yield is 0.470. (3) The reactants are Cl[C:2]1[CH:3]=[C:4]([C:8]#[C:9][C:10]2[CH2:14][C:13]3([C:22]4[C:17](=[CH:18][CH:19]=[CH:20][CH:21]=4)[C:16](=[N:23][O:24][CH3:25])[CH2:15]3)[O:12][N:11]=2)[CH:5]=[CH:6][CH:7]=1.CC1[N:32]=C(C#CC2CC3(C4C(=CC=CC=4)C(=O)C3)ON=2)C=CC=1. No catalyst specified. The product is [CH3:25][O:24][N:23]=[C:16]1[C:17]2[C:22](=[CH:21][CH:20]=[CH:19][CH:18]=2)[C:13]2([O:12][N:11]=[C:10]([C:9]#[C:8][C:4]3[CH:3]=[CH:2][CH:7]=[C:6]([CH3:5])[N:32]=3)[CH2:14]2)[CH2:15]1. The yield is 0.820. (4) The reactants are [Br:1]N1C(=O)CCC1=O.[F:9][C:10]1[CH:15]=[CH:14][C:13]([C:16]2[N:17]([Si:27]([CH:34]([CH3:36])[CH3:35])([CH:31]([CH3:33])[CH3:32])[CH:28]([CH3:30])[CH3:29])[CH:18]=[CH:19][C:20]=2[C:21]2[CH:26]=[CH:25][N:24]=[CH:23][CH:22]=2)=[CH:12][CH:11]=1. The catalyst is O1CCCC1. The product is [Br:1][C:19]1[C:20]([C:21]2[CH:26]=[CH:25][N:24]=[CH:23][CH:22]=2)=[C:16]([C:13]2[CH:12]=[CH:11][C:10]([F:9])=[CH:15][CH:14]=2)[N:17]([Si:27]([CH:31]([CH3:33])[CH3:32])([CH:34]([CH3:36])[CH3:35])[CH:28]([CH3:29])[CH3:30])[CH:18]=1. The yield is 0.430. (5) The reactants are [F:1][C:2]([F:15])([F:14])[C:3]1[CH:4]=[C:5]2[C:10](=[CH:11][CH:12]=1)[NH:9][CH2:8][CH2:7][CH:6]2[OH:13].[C:16](O)(=O)[CH3:17].[C:20](O[BH-](OC(=O)C)OC(=O)C)(=O)C.[Na+]. The catalyst is C(Cl)Cl. The product is [CH2:20]([N:9]1[C:10]2[C:5](=[CH:4][C:3]([C:2]([F:1])([F:14])[F:15])=[CH:12][CH:11]=2)[CH:6]([OH:13])[CH2:7][CH2:8]1)[CH2:16][CH3:17]. The yield is 0.290. (6) The reactants are [Cl:1][C:2]1[CH:7]=[CH:6][C:5]([CH:8]2[C:17](=O)[C:16]3[C:11](=[CH:12][CH:13]=[C:14]([O:19]C4CCCCO4)[CH:15]=3)[O:10][CH:9]2[C:26]2[CH:31]=[CH:30][C:29]([I:32])=[CH:28][CH:27]=2)=[CH:4][C:3]=1[F:33].[CH3:34][Mg]Cl. The catalyst is C1COCC1. The product is [Cl:1][C:2]1[CH:7]=[CH:6][C:5]([C:8]2[CH:9]([C:26]3[CH:27]=[CH:28][C:29]([I:32])=[CH:30][CH:31]=3)[O:10][C:11]3[C:16]([C:17]=2[CH3:34])=[CH:15][C:14]([OH:19])=[CH:13][CH:12]=3)=[CH:4][C:3]=1[F:33]. The yield is 0.620. (7) The product is [Br:14][C:4]1[N:3]=[C:2]([F:1])[C:7]([OH:8])=[CH:6][CH:5]=1. The yield is 0.110. The reactants are [F:1][C:2]1[C:7]([OH:8])=[CH:6][CH:5]=[CH:4][N:3]=1.CC([O-])=O.[Na+].[Br:14]Br.[OH-].[Na+]. The catalyst is CC(O)=O. (8) The reactants are Br[C:2]1[CH:3]=[C:4]([C:9]2[N:14]=[C:13]([C:15]3[CH:20]=[CH:19][CH:18]=[CH:17][CH:16]=3)[N:12]=[C:11]([C:21]3[CH:26]=[CH:25][CH:24]=[CH:23][CH:22]=3)[N:10]=2)[CH:5]=[C:6]([Cl:8])[CH:7]=1.[CH3:27][C:28]1([CH3:48])[C:40]2[CH:39]=[C:38](B(O)O)[C:37]3[CH:44]=[CH:45][CH:46]=[CH:47][C:36]=3[C:35]=2[C:34]2[CH:33]=[CH:32][CH:31]=[CH:30][C:29]1=2.C(=O)([O-])[O-].[K+].[K+].CO. The catalyst is O1CCCC1.[Pd].C1(P(C2C=CC=CC=2)C2C=CC=CC=2)C=CC=CC=1.C1(P(C2C=CC=CC=2)C2C=CC=CC=2)C=CC=CC=1.C1(P(C2C=CC=CC=2)C2C=CC=CC=2)C=CC=CC=1.C1(P(C2C=CC=CC=2)C2C=CC=CC=2)C=CC=CC=1. The product is [Cl:8][C:6]1[CH:5]=[C:4]([C:9]2[N:14]=[C:13]([C:15]3[CH:20]=[CH:19][CH:18]=[CH:17][CH:16]=3)[N:12]=[C:11]([C:21]3[CH:26]=[CH:25][CH:24]=[CH:23][CH:22]=3)[N:10]=2)[CH:3]=[C:2]([C:38]2[C:37]3[CH:44]=[CH:45][CH:46]=[CH:47][C:36]=3[C:35]3[C:34]4[CH:33]=[CH:32][CH:31]=[CH:30][C:29]=4[C:28]([CH3:48])([CH3:27])[C:40]=3[CH:39]=2)[CH:7]=1. The yield is 0.790. (9) The reactants are [NH2:1][C:2]1[N:3]([CH2:27][C:28]2[CH:33]=[CH:32][CH:31]=[CH:30][CH:29]=2)[N:4]=[C:5]2[C:10]=1[CH:9]=[CH:8][C:7]([C:11]1[CH:12]=[C:13]([CH:21]3[CH2:26][CH2:25][NH:24][CH2:23][CH2:22]3)[N:14]3[C:19]=1[C:18]([NH2:20])=[N:17][CH:16]=[N:15]3)=[CH:6]2.ClC[C:36]([N:38]([CH3:40])[CH3:39])=[O:37]. No catalyst specified. The product is [NH2:20][C:18]1[C:19]2=[C:11]([C:7]3[CH:8]=[CH:9][C:10]4[C:5]([CH:6]=3)=[N:4][N:3]([CH2:27][C:28]3[CH:33]=[CH:32][CH:31]=[CH:30][CH:29]=3)[C:2]=4[NH2:1])[CH:12]=[C:13]([CH:21]3[CH2:26][CH2:25][N:24]([C:36]([N:38]([CH3:40])[CH3:39])=[O:37])[CH2:23][CH2:22]3)[N:14]2[N:15]=[CH:16][N:17]=1. The yield is 0.460.